Predict the reaction yield, written as a fraction of the theoretical maximum amount of product (1.0 means a 100% yield; for example, 0.34 means a 34% yield). From a dataset of Reaction yield outcomes from USPTO patents with 853,638 reactions. (1) The reactants are [OH:1][C:2]1[CH:3]=[C:4]([CH:9]=[CH:10][C:11]=1[O:12][CH3:13])[C:5]([O:7][CH3:8])=[O:6].Br[CH2:15][CH2:16][O:17][CH3:18].C([O-])([O-])=O.[K+].[K+]. The catalyst is CN(C=O)C. The product is [CH3:13][O:12][C:11]1[CH:10]=[CH:9][C:4]([C:5]([O:7][CH3:8])=[O:6])=[CH:3][C:2]=1[O:1][CH2:15][CH2:16][O:17][CH3:18]. The yield is 0.850. (2) The reactants are [CH2:1]([O:3][C:4]1[N:8]([CH2:9][C:10]2[CH:15]=[CH:14][C:13]([C:16]3[CH:21]=[CH:20][CH:19]=[CH:18][C:17]=3[C:22]3[NH:26][C:25](=[O:27])[O:24][N:23]=3)=[CH:12][CH:11]=2)[C:7]2[C:28]([C:32]([O-:34])=[O:33])=[CH:29][CH:30]=[CH:31][C:6]=2[N:5]=1)[CH3:2].[Na+].[Na+].[CH2:1]([O:3][C:4]1[N:8]([CH2:9][C:10]2[CH:11]=[CH:12][C:13]([C:16]3[CH:21]=[CH:20][CH:19]=[CH:18][C:17]=3[C:22]3[NH:26][C:25](=[O:27])[O:24][N:23]=3)=[CH:14][CH:15]=2)[C:7]2[C:28]([C:32]([O-:34])=[O:33])=[CH:29][CH:30]=[CH:31][C:6]=2[N:5]=1)[CH3:2].Cl[CH2:72][C:73]1[O:74][C:75](=[O:79])[O:76][C:77]=1[CH3:78]. The catalyst is CN(C=O)C. The product is [CH2:1]([O:3][C:4]1[N:8]([CH2:9][C:10]2[CH:11]=[CH:12][C:13]([C:16]3[CH:21]=[CH:20][CH:19]=[CH:18][C:17]=3[C:22]3[NH:26][C:25](=[O:27])[O:24][N:23]=3)=[CH:14][CH:15]=2)[C:7]2[C:28]([C:32]([O:34][CH2:72][C:73]3[O:74][C:75](=[O:79])[O:76][C:77]=3[CH3:78])=[O:33])=[CH:29][CH:30]=[CH:31][C:6]=2[N:5]=1)[CH3:2]. The yield is 0.140. (3) The reactants are C[C:2]([CH3:5])([O-])[CH3:3].[K+].[C:7]([CH2:9]P(=O)(OCC)OCC)#[N:8].O=[CH:19][CH2:20][N:21]1[CH2:26][CH2:25][N:24]([C:27]([O:29][C:30](C)(C)C)=[O:28])[CH2:23][CH2:22]1. The catalyst is C1COCC1. The product is [C:7](/[CH:9]=[CH:19]/[CH2:20][N:21]1[CH2:22][CH2:23][N:24]([C:27]([O:29][CH2:30][CH2:3][CH2:2][CH3:5])=[O:28])[CH2:25][CH2:26]1)#[N:8]. The yield is 0.690. (4) The reactants are C[O:2][C:3]([C:5]1[CH:6]=[C:7]([NH:10][C:11]2[C:20]3[C:15](=[CH:16][CH:17]=[CH:18][CH:19]=3)[N:14]=[C:13]([C:21]3[CH:26]=[CH:25][CH:24]=[CH:23][CH:22]=3)[N:12]=2)[NH:8][N:9]=1)=[O:4].[OH-].[Na+].Cl. No catalyst specified. The product is [C:3]([C:5]1[CH:6]=[C:7]([NH:10][C:11]2[C:20]3[C:15](=[CH:16][CH:17]=[CH:18][CH:19]=3)[N:14]=[C:13]([C:21]3[CH:26]=[CH:25][CH:24]=[CH:23][CH:22]=3)[N:12]=2)[NH:8][N:9]=1)([OH:4])=[O:2]. The yield is 0.940.